This data is from Reaction yield outcomes from USPTO patents with 853,638 reactions. The task is: Predict the reaction yield, written as a fraction of the theoretical maximum amount of product (1.0 means a 100% yield; for example, 0.34 means a 34% yield). The reactants are [NH2:1][C:2]1[CH:7]=[CH:6][C:5]([S:8]([NH:11][CH2:12][CH2:13][O:14][CH2:15][CH2:16][OH:17])(=[O:10])=[O:9])=[CH:4][CH:3]=1.[H-].[Na+].[CH3:20]I.[Na+].[Cl-]. The catalyst is C1COCC1.CS(C)=O. The product is [NH2:1][C:2]1[CH:7]=[CH:6][C:5]([S:8]([N:11]([CH2:12][CH2:13][O:14][CH2:15][CH2:16][OH:17])[CH3:20])(=[O:10])=[O:9])=[CH:4][CH:3]=1. The yield is 0.650.